This data is from Forward reaction prediction with 1.9M reactions from USPTO patents (1976-2016). The task is: Predict the product of the given reaction. (1) Given the reactants [C:1]([O:5][C:6](=[O:17])[NH:7][CH2:8][C:9]1[CH:14]=[CH:13][C:12]([OH:15])=[C:11]([Br:16])[CH:10]=1)([CH3:4])([CH3:3])[CH3:2].Br[CH2:19][C:20]([O:22][CH3:23])=[O:21].C([O-])([O-])=O.[Cs+].[Cs+], predict the reaction product. The product is: [CH3:23][O:22][C:20](=[O:21])[CH2:19][O:15][C:12]1[CH:13]=[CH:14][C:9]([CH2:8][NH:7][C:6]([O:5][C:1]([CH3:4])([CH3:2])[CH3:3])=[O:17])=[CH:10][C:11]=1[Br:16]. (2) The product is: [CH3:15][N:4]1[C:5]2[C:10](=[CH:9][C:8]([C:11]([F:14])([F:13])[F:12])=[CH:7][CH:6]=2)[C:2]([Sn:25]([CH2:27][CH2:28][CH2:29][CH3:30])([CH2:31][CH2:32][CH2:33][CH3:34])[CH2:21][CH2:22][CH2:23][CH3:24])=[N:3]1. Given the reactants I[C:2]1[C:10]2[C:5](=[CH:6][CH:7]=[C:8]([C:11]([F:14])([F:13])[F:12])[CH:9]=2)[N:4]([CH3:15])[N:3]=1.C([Mg]Cl)(C)C.[CH2:21]([Sn:25]([CH2:31][CH2:32][CH2:33][CH3:34])([CH2:27][CH2:28][CH2:29][CH3:30])Cl)[CH2:22][CH2:23][CH3:24], predict the reaction product. (3) Given the reactants [CH2:1]([N:8]1[C:13](=[O:14])[CH:12]=[C:11]2[S:15][CH:16]=[CH:17][N:10]2[C:9]1=[O:18])[C:2]1[CH:7]=[CH:6][CH:5]=[CH:4][CH:3]=1.[Li]N([Si](C)(C)C)[Si](C)(C)C.[CH2:29]([N:36]=[C:37]=[O:38])[C:30]1[CH:35]=[CH:34][CH:33]=[CH:32][CH:31]=1, predict the reaction product. The product is: [CH2:29]([NH:36][C:37]([C:16]1[S:15][C:11]2[N:10]([C:9](=[O:18])[N:8]([CH2:1][C:2]3[CH:3]=[CH:4][CH:5]=[CH:6][CH:7]=3)[C:13](=[O:14])[CH:12]=2)[CH:17]=1)=[O:38])[C:30]1[CH:35]=[CH:34][CH:33]=[CH:32][CH:31]=1. (4) The product is: [CH3:34][N:35]([CH3:36])[C:19]([C:17]1[S:16][C:12]2[N:13]=[CH:14][N:15]=[C:10]([NH:9][CH2:1][CH2:2][C:3]3[CH:4]=[CH:5][CH:6]=[CH:7][CH:8]=3)[C:11]=2[CH:18]=1)=[O:21]. Given the reactants [CH2:1]([NH:9][C:10]1[C:11]2[CH:18]=[C:17]([C:19]([OH:21])=O)[S:16][C:12]=2[N:13]=[CH:14][N:15]=1)[CH2:2][C:3]1[CH:8]=[CH:7][CH:6]=[CH:5][CH:4]=1.O.OC1C2N=NNC=2C=CC=1.Cl.[CH3:34][N:35](C)[CH2:36]CCN=C=NCC.CNC, predict the reaction product. (5) Given the reactants [NH2:1][C:2]1[CH:7]=[CH:6][C:5]([C@@H:8]([CH3:17])[CH2:9][NH:10][S:11]([CH:14]([CH3:16])[CH3:15])(=[O:13])=[O:12])=[CH:4][CH:3]=1.C(N(CC)CC)C.[F:25][C:26]1[CH:27]=[C:28]([CH:32]=[C:33]([F:35])[CH:34]=1)[C:29](Cl)=[O:30], predict the reaction product. The product is: [CH3:17][C@H:8]([C:5]1[CH:4]=[CH:3][C:2]([NH:1][C:29]([C:28]2[CH:27]=[C:26]([F:25])[CH:34]=[C:33]([F:35])[CH:32]=2)=[O:30])=[CH:7][CH:6]=1)[CH2:9][NH:10][S:11]([CH:14]([CH3:16])[CH3:15])(=[O:13])=[O:12].